The task is: Predict the product of the given reaction.. This data is from Forward reaction prediction with 1.9M reactions from USPTO patents (1976-2016). (1) Given the reactants [C:1]([O:5][CH2:6][CH2:7][CH2:8][P:9](=[O:20])([O:15][Si](C)(C)C)[O:10][Si](C)(C)C)(=[O:4])[CH:2]=[CH2:3], predict the reaction product. The product is: [C:1]([O:5][CH2:6][CH2:7][CH2:8][P:9](=[O:10])([OH:20])[OH:15])(=[O:4])[CH:2]=[CH2:3]. (2) Given the reactants [Cl:1][C:2]1[CH:7]=[C:6](Cl)[N:5]=[CH:4][N:3]=1.[CH3:9][C:10]([CH3:14])([CH3:13])[C:11]#[CH:12].C(N(CC)CC)C.C1(P(C2C=CC=CC=2)C2C=CC=CC=2)C=CC=CC=1, predict the reaction product. The product is: [Cl:1][C:2]1[CH:7]=[C:6]([C:12]#[C:11][C:10]([CH3:14])([CH3:13])[CH3:9])[N:5]=[CH:4][N:3]=1. (3) Given the reactants [OH:1][CH:2]([C:32]1[O:33][C:34]([C:37]2[CH:42]=[CH:41][CH:40]=[CH:39][CH:38]=2)=[N:35][N:36]=1)[CH:3]([NH:8][C:9]([CH:11]([NH:23][C:24]([N:26]1[CH2:31][CH2:30][O:29][CH2:28][CH2:27]1)=[O:25])[CH2:12][S:13]([CH2:16][C:17]1[CH:22]=[CH:21][CH:20]=[CH:19][CH:18]=1)(=[O:15])=[O:14])=[O:10])[CH2:4][CH2:5][CH2:6][CH3:7].CC(OI1(OC(C)=O)(OC(C)=O)OC(=O)C2C=CC=CC1=2)=O.[O-]S([O-])(=S)=O.[Na+].[Na+].C([O-])(O)=O.[Na+], predict the reaction product. The product is: [C:17]1([CH2:16][S:13]([CH2:12][CH:11]([NH:23][C:24]([N:26]2[CH2:27][CH2:28][O:29][CH2:30][CH2:31]2)=[O:25])[C:9](=[O:10])[NH:8][CH:3]([C:2]([C:32]2[O:33][C:34]([C:37]3[CH:38]=[CH:39][CH:40]=[CH:41][CH:42]=3)=[N:35][N:36]=2)=[O:1])[CH2:4][CH2:5][CH2:6][CH3:7])(=[O:15])=[O:14])[CH:22]=[CH:21][CH:20]=[CH:19][CH:18]=1.